From a dataset of Forward reaction prediction with 1.9M reactions from USPTO patents (1976-2016). Predict the product of the given reaction. (1) Given the reactants [Si:1]([O:8][C@H:9]([CH2:19][CH:20]([C:22]1[CH:27]=[C:26]([F:28])[CH:25]=[C:24]([C:29]#[N:30])[CH:23]=1)[OH:21])[CH2:10][NH:11][C:12](=[O:18])[O:13][C:14]([CH3:17])([CH3:16])[CH3:15])([C:4]([CH3:7])([CH3:6])[CH3:5])([CH3:3])[CH3:2].[CH3:31][S:32](Cl)(=[O:34])=[O:33].O, predict the reaction product. The product is: [CH3:31][S:32]([O:21][CH:20]([C:22]1[CH:27]=[C:26]([F:28])[CH:25]=[C:24]([C:29]#[N:30])[CH:23]=1)[CH2:19][C@@H:9]([O:8][Si:1]([C:4]([CH3:5])([CH3:6])[CH3:7])([CH3:3])[CH3:2])[CH2:10][NH:11][C:12]([O:13][C:14]([CH3:16])([CH3:17])[CH3:15])=[O:18])(=[O:34])=[O:33]. (2) Given the reactants [Cl:1][C:2]1[CH:7]=[CH:6][C:5]([C:8]2[N:12]([CH:13]([CH:16]3[CH2:21][CH2:20][CH2:19][CH2:18][CH2:17]3)[CH2:14][OH:15])[C:11]3[CH:22]=[C:23]([F:27])[C:24]([F:26])=[CH:25][C:10]=3[N:9]=2)=[CH:4][CH:3]=1.[CH3:28][O:29][C:30](=[O:39])[C:31]1[CH:36]=[CH:35][C:34]([CH2:37]Cl)=[N:33][CH:32]=1, predict the reaction product. The product is: [CH3:28][O:29][C:30](=[O:39])[C:31]1[CH:36]=[CH:35][C:34]([CH2:37][O:15][CH2:14][CH:13]([N:12]2[C:11]3[CH:22]=[C:23]([F:27])[C:24]([F:26])=[CH:25][C:10]=3[N:9]=[C:8]2[C:5]2[CH:6]=[CH:7][C:2]([Cl:1])=[CH:3][CH:4]=2)[CH:16]2[CH2:17][CH2:18][CH2:19][CH2:20][CH2:21]2)=[N:33][CH:32]=1.